This data is from Reaction yield outcomes from USPTO patents with 853,638 reactions. The task is: Predict the reaction yield, written as a fraction of the theoretical maximum amount of product (1.0 means a 100% yield; for example, 0.34 means a 34% yield). (1) The reactants are [Br:1][C:2]1[C:3](=[O:35])[N:4]([C:25]2[CH:26]=[C:27]([CH:31]=[CH:32][C:33]=2[CH3:34])[C:28](O)=[O:29])[C:5]([CH3:24])=[CH:6][C:7]=1[O:8][CH2:9][C:10]1[CH:15]=[CH:14][C:13]([F:16])=[CH:12][C:11]=1[CH2:17][NH:18][C:19]([NH:21][CH2:22][CH3:23])=[O:20].ClC(OCC(C)C)=O.[CH3:44][N:45]1CCOCC1.CN. The catalyst is CC(N(C)C)=O.C(Cl)Cl.C1COCC1. The product is [Br:1][C:2]1[C:3](=[O:35])[N:4]([C:25]2[CH:26]=[C:27]([CH:31]=[CH:32][C:33]=2[CH3:34])[C:28]([NH:45][CH3:44])=[O:29])[C:5]([CH3:24])=[CH:6][C:7]=1[O:8][CH2:9][C:10]1[CH:15]=[CH:14][C:13]([F:16])=[CH:12][C:11]=1[CH2:17][NH:18][C:19]([NH:21][CH2:22][CH3:23])=[O:20]. The yield is 0.540. (2) The reactants are [F:1][C:2]1[CH:7]=[CH:6][C:5]([S:8]([NH:11][CH2:12][C:13]2[CH:22]=[CH:21][C:16]([C:17]([O:19][CH3:20])=[O:18])=[CH:15][CH:14]=2)(=[O:10])=[O:9])=[CH:4][CH:3]=1.[F:23][C:24]1[CH:32]=[CH:31][C:27]([C@H:28](O)[CH3:29])=[CH:26][CH:25]=1. No catalyst specified. The product is [F:1][C:2]1[CH:7]=[CH:6][C:5]([S:8]([N:11]([CH2:12][C:13]2[CH:14]=[CH:15][C:16]([C:17]([O:19][CH3:20])=[O:18])=[CH:21][CH:22]=2)[C@H:28]([C:27]2[CH:31]=[CH:32][C:24]([F:23])=[CH:25][CH:26]=2)[CH3:29])(=[O:10])=[O:9])=[CH:4][CH:3]=1. The yield is 0.891. (3) The reactants are [Br:1][C:2]1[C:7]([N+:8]([O-])=O)=[CH:6][CH:5]=[CH:4][C:3]=1[F:11].[BH4-].[Na+].O. The catalyst is CO.Cl[Ni]Cl. The product is [Br:1][C:2]1[C:3]([F:11])=[CH:4][CH:5]=[CH:6][C:7]=1[NH2:8]. The yield is 0.700. (4) The reactants are [CH:1]1[C:6]([OH:7])=[CH:5][CH:4]=[C:3]([S:8]([C:11]2[CH:16]=[CH:15][C:14]([OH:17])=[CH:13][CH:12]=2)(=[O:10])=[O:9])[CH:2]=1.C(#N)C.C(=O)([O-])[O-].[K+].[K+].[CH2:27]([N:29]([CH2:34][CH3:35])[C:30](=[O:33])[CH2:31]Cl)[CH3:28]. The catalyst is CC(CC(C)=O)C.O.CS(C)=O. The product is [CH2:27]([N:29]([CH2:34][CH3:35])[C:30](=[O:33])[CH2:31][O:17][C:14]1[CH:15]=[CH:16][C:11]([S:8]([C:3]2[CH:2]=[CH:1][C:6]([OH:7])=[CH:5][CH:4]=2)(=[O:10])=[O:9])=[CH:12][CH:13]=1)[CH3:28]. The yield is 0.700. (5) The reactants are [CH3:1][C:2]1([CH3:29])[O:7][CH2:6][C:5]2=[CH:8][C:9]([NH:11][C:12]3[C:13](=[O:28])[N:14]([CH3:27])[CH:15]=[C:16](B4OC(C)(C)C(C)(C)O4)[CH:17]=3)=[N:10][N:4]2[CH2:3]1.Cl[C:31]1[CH:36]=[CH:35][N:34]=[C:33]([N:37]2[N:48]=[CH:47][C:46]3[C:45]4[CH2:44][C:43]([CH3:50])([CH3:49])[CH2:42][C:41]=4[S:40][C:39]=3[C:38]2=[O:51])[C:32]=1[CH:52]=[O:53].[O-]P([O-])([O-])=O.[K+].[K+].[K+].C([O-])(=O)C.[Na+]. The catalyst is C1C=CC(P(C2C=CC=CC=2)[C-]2C=CC=C2)=CC=1.C1C=CC(P(C2C=CC=CC=2)[C-]2C=CC=C2)=CC=1.Cl[Pd]Cl.[Fe+2].C(#N)C.O. The product is [CH3:29][C:2]1([CH3:1])[O:7][CH2:6][C:5]2=[CH:8][C:9]([NH:11][C:12]3[C:13](=[O:28])[N:14]([CH3:27])[CH:15]=[C:16]([C:31]4[CH:36]=[CH:35][N:34]=[C:33]([N:37]5[N:48]=[CH:47][C:46]6[C:45]7[CH2:44][C:43]([CH3:49])([CH3:50])[CH2:42][C:41]=7[S:40][C:39]=6[C:38]5=[O:51])[C:32]=4[CH:52]=[O:53])[CH:17]=3)=[N:10][N:4]2[CH2:3]1. The yield is 0.220. (6) The reactants are [CH2:1]([N:3]1[CH2:8][CH2:7][N:6]2[N:9]=[C:10]([NH:12][C:13]3[C:18](=[O:19])[N:17]([CH3:20])[CH:16]=[C:15]([C:21]4[C:26]([CH:27]=[O:28])=[C:25]([N:29]5[CH2:41][CH2:40][C:39]6[N:38]7[C:33]([CH2:34][CH2:35][CH2:36][CH2:37]7)=[CH:32][C:31]=6[C:30]5=[O:42])[N:24]=[CH:23][CH:22]=4)[CH:14]=3)[CH:11]=[C:5]2[CH2:4]1)[CH3:2].[BH4-].[Na+]. The catalyst is CO. The product is [CH2:1]([N:3]1[CH2:8][CH2:7][N:6]2[N:9]=[C:10]([NH:12][C:13]3[C:18](=[O:19])[N:17]([CH3:20])[CH:16]=[C:15]([C:21]4[CH:22]=[CH:23][N:24]=[C:25]([N:29]5[CH2:41][CH2:40][C:39]6[N:38]7[C:33]([CH2:34][CH2:35][CH2:36][CH2:37]7)=[CH:32][C:31]=6[C:30]5=[O:42])[C:26]=4[CH2:27][OH:28])[CH:14]=3)[CH:11]=[C:5]2[CH2:4]1)[CH3:2]. The yield is 0.0900. (7) The reactants are [Cl:1][C:2]1[CH:3]=[C:4]([CH:21]=[CH2:22])[CH:5]=[C:6]2[C:10]=1[C:9](=[O:11])[N:8]([CH2:12][C:13]1[CH:18]=[CH:17][C:16]([CH2:19][CH3:20])=[CH:15][CH:14]=1)[CH2:7]2.[H][H].CCCCCC.C(OCC)(=O)C. The catalyst is [Pd].C(O)C. The product is [Cl:1][C:2]1[CH:3]=[C:4]([CH2:21][CH3:22])[CH:5]=[C:6]2[C:10]=1[C:9](=[O:11])[N:8]([CH2:12][C:13]1[CH:18]=[CH:17][C:16]([CH2:19][CH3:20])=[CH:15][CH:14]=1)[CH2:7]2. The yield is 0.500.